From a dataset of Full USPTO retrosynthesis dataset with 1.9M reactions from patents (1976-2016). Predict the reactants needed to synthesize the given product. (1) Given the product [F:24][C:18]1[CH:19]=[C:20]([F:23])[CH:21]=[CH:22][C:17]=1[CH2:16][N:5]1[C:6]2=[CH:7][N:8]=[C:9]([C:12]([O:14][CH3:15])=[O:13])[CH:10]=[C:11]2[C:3]([CH2:2][O:32][CH2:31][CH2:30][O:29][CH2:28][CH2:27][O:26][CH3:25])=[CH:4]1.[CH3:25][O:26][CH2:27][CH2:28][O:29][CH2:30][CH2:31][OH:32], predict the reactants needed to synthesize it. The reactants are: Cl[CH2:2][C:3]1[C:11]2[C:6](=[CH:7][N:8]=[C:9]([C:12]([O:14][CH3:15])=[O:13])[CH:10]=2)[N:5]([CH2:16][C:17]2[CH:22]=[CH:21][C:20]([F:23])=[CH:19][C:18]=2[F:24])[CH:4]=1.[CH3:25][O:26][CH2:27][CH2:28][O:29][CH2:30][CH2:31][OH:32].CCN(C(C)C)C(C)C. (2) Given the product [Cl:1][C:2]1[CH:7]=[CH:6][C:5]([CH:8]([NH:10][C:11](=[O:33])[CH2:12][N:13]2[C:21]3[CH2:20][CH2:19][NH:18][CH2:17][C:16]=3[C:15]([C:29]([F:31])([F:32])[F:30])=[N:14]2)[CH3:9])=[CH:4][CH:3]=1, predict the reactants needed to synthesize it. The reactants are: [Cl:1][C:2]1[CH:7]=[CH:6][C:5]([CH:8]([NH:10][C:11](=[O:33])[CH2:12][N:13]2[C:21]3[CH2:20][CH2:19][N:18](C(OC(C)(C)C)=O)[CH2:17][C:16]=3[C:15]([C:29]([F:32])([F:31])[F:30])=[N:14]2)[CH3:9])=[CH:4][CH:3]=1.FC(F)(F)C(O)=O. (3) Given the product [Br:12][C:13]1[CH:19]=[CH:18][CH:17]=[CH:16][C:14]=1[NH:15][C:3](=[O:5])[CH2:2][C:1]([OH:9])=[O:8], predict the reactants needed to synthesize it. The reactants are: [C:1]([O:9]CC)(=[O:8])[CH2:2][C:3]([O:5]CC)=O.[Br:12][C:13]1[CH:19]=[CH:18][CH:17]=[CH:16][C:14]=1[NH2:15].C(=O)([O-])[O-].[Na+].[Na+].Cl. (4) The reactants are: [Cl:1][C:2]1[CH:16]=[CH:15][CH:14]=[C:13]2[C:3]=1[CH:4]([OH:23])[CH:5]([C:18](OCC)=[O:19])[C:6](=[O:17])[C:7]12[CH2:12][CH2:11][O:10][CH2:9][CH2:8]1.Cl.[NH2:25][CH2:26][C:27]([O:29][C:30]([CH3:33])([CH3:32])[CH3:31])=[O:28].C(N(C(C)C)C(C)C)C. Given the product [C:30]([O:29][C:27](=[O:28])[CH2:26][NH:25][C:18]([C:5]1[C:4](=[O:23])[C:3]2[C:13](=[CH:14][CH:15]=[CH:16][C:2]=2[Cl:1])[C:7]2([CH2:12][CH2:11][O:10][CH2:9][CH2:8]2)[C:6]=1[OH:17])=[O:19])([CH3:33])([CH3:32])[CH3:31], predict the reactants needed to synthesize it.